From a dataset of M1 muscarinic receptor agonist screen with 61,833 compounds. Binary Classification. Given a drug SMILES string, predict its activity (active/inactive) in a high-throughput screening assay against a specified biological target. (1) The compound is O=C1N(N=C(/C1=C/Nc1ncccc1)C)c1ccccc1. The result is 0 (inactive). (2) The drug is O(C(=O)c1c2n(CCC2)c(c1/N=C\N(C)C)C#N)CC. The result is 0 (inactive). (3) The drug is O(CCn1c(=O)c2c([nH]c1=O)cc(cc2)C(=O)NC(C)C)C. The result is 0 (inactive). (4) The drug is S(=O)(=O)(Nc1ccc(OCC)cc1)c1cc2c([nH]cc(c2=O)C(=O)NCCCC)cc1. The result is 0 (inactive). (5) The compound is s1c(c(nc1/N=C/N(C)C)C)C(=O)Nc1ccccc1. The result is 0 (inactive). (6) The drug is O=C1NC(=C(C(C1)c1ccc(cc1)C(OC)=O)C(OC)=O)C. The result is 0 (inactive). (7) The result is 0 (inactive). The molecule is O1N\C(CC1C(=O)NCCc1ccccc1)=C1\C(=O)C=CC=C1.